This data is from Forward reaction prediction with 1.9M reactions from USPTO patents (1976-2016). The task is: Predict the product of the given reaction. (1) Given the reactants [CH3:1][S:2]([O:5][C@@H:6]1[C@@H:12]([NH:13][C:14](=[O:26])[C:15]2[CH:20]=[CH:19][CH:18]=[C:17]([O:21][C:22](=[O:24])[CH3:23])[C:16]=2[CH3:25])[CH2:11][O:10][C:9]([CH3:28])(C)[O:8][CH2:7]1)(=[O:4])=[O:3].B(F)(F)F.CCOCC.C(OC(=O)C)(=O)C.CN(C)CCO, predict the reaction product. The product is: [C:9]([O:8][CH2:7][C@@H:6]([C@@H:12]1[CH2:11][O:26][C:14]([C:15]2[CH:20]=[CH:19][CH:18]=[C:17]([O:21][C:22](=[O:24])[CH3:23])[C:16]=2[CH3:25])=[N:13]1)[O:5][S:2]([CH3:1])(=[O:4])=[O:3])(=[O:10])[CH3:28]. (2) The product is: [O:28]1[CH:32]=[CH:31][C:30]([C:33]([N:3]2[CH2:8][CH2:7][C:6](=[O:9])[CH2:5][CH2:4]2)=[O:34])=[CH:29]1. Given the reactants O.Cl.[NH:3]1[CH2:8][CH2:7][C:6](=[O:9])[CH2:5][CH2:4]1.CC[NH+](CC)CC.CC[NH+](CC)CC.C([O-])([O-])=O.[O:28]1[CH:32]=[CH:31][C:30]([C:33](O)=[O:34])=[CH:29]1.Cl.CN(C)CCCN=C=NCC, predict the reaction product. (3) Given the reactants C1(C2OC(C(F)(F)F)=C(C(NC3C=CC(C4C=CC(C([C@@H]5CCC[C@H]5C(O)=O)=O)=CC=4)=CC=3)=O)N=2)C=CC=CC=1.[C:41]1([C:47]2[O:48][C:49]([C:78]([F:81])([F:80])[F:79])=[C:50]([C:52]([NH:54][C:55]3[CH:60]=[CH:59][C:58]([C:61]4[CH:66]=[CH:65][C:64]([C:67]([CH:69]5[CH2:74][CH2:73][CH2:72][CH2:71][CH:70]5[C:75]([OH:77])=[O:76])=[O:68])=[CH:63][CH:62]=4)=[CH:57][CH:56]=3)=[O:53])[N:51]=2)[CH:46]=[CH:45][CH:44]=[CH:43][CH:42]=1.C1(C2OC(C(F)(F)F)=C(C(O)=O)N=2)C=CC=CC=1.NC1C=CC(C2C=CC(C([C@H]3CCCC[C@H]3C(O)=O)=O)=CC=2)=CC=1, predict the reaction product. The product is: [C:41]1([C:47]2[O:48][C:49]([C:78]([F:80])([F:81])[F:79])=[C:50]([C:52]([NH:54][C:55]3[CH:56]=[CH:57][C:58]([C:61]4[CH:66]=[CH:65][C:64]([C:67]([C@H:69]5[CH2:74][CH2:73][CH2:72][CH2:71][C@H:70]5[C:75]([OH:77])=[O:76])=[O:68])=[CH:63][CH:62]=4)=[CH:59][CH:60]=3)=[O:53])[N:51]=2)[CH:46]=[CH:45][CH:44]=[CH:43][CH:42]=1. (4) The product is: [F:15][C:12]1[CH:11]=[C:10]([C@H:16]2[NH:21][C@@H:20]([CH2:22][OH:23])[CH2:19][CH2:18][CH2:17]2)[CH:9]=[C:8]([F:7])[C:13]=1[F:14]. Given the reactants [H-].[H-].[H-].[H-].[Li+].[Al+3].[F:7][C:8]1[CH:9]=[C:10]([C@H:16]2[NH:21][C@@H:20]([C:22](OC)=[O:23])[CH2:19][CH2:18][CH2:17]2)[CH:11]=[C:12]([F:15])[C:13]=1[F:14].O.[OH-].[Na+], predict the reaction product. (5) Given the reactants [NH2:1][CH2:2][CH2:3][CH2:4][CH2:5][CH2:6][C:7]([NH:9][C:10]([CH3:30])([CH3:29])[CH2:11][N:12]1[C:24]2[C:23]3[CH:22]=[CH:21][CH:20]=[CH:19][C:18]=3[N:17]=[CH:16][C:15]=2[N:14]=[C:13]1[CH2:25][O:26][CH2:27][CH3:28])=[O:8].[C:31](O)(=[O:41])[CH2:32][CH2:33][S:34][S:34][CH2:33][CH2:32][C:31](O)=[O:41].ON1C2C=CC=CC=2N=N1.CN(C)CCCN=C=NCC, predict the reaction product. The product is: [CH2:27]([O:26][CH2:25][C:13]1[N:12]([CH2:11][C:10]([NH:9][C:7](=[O:8])[CH2:6][CH2:5][CH2:4][CH2:3][CH2:2][NH:1][C:31](=[O:41])[CH2:32][CH2:33][SH:34])([CH3:29])[CH3:30])[C:24]2[C:23]3[CH:22]=[CH:21][CH:20]=[CH:19][C:18]=3[N:17]=[CH:16][C:15]=2[N:14]=1)[CH3:28]. (6) Given the reactants [CH3:1][C:2]1[CH:7]=[CH:6][C:5]([S:8]([NH:11][CH3:12])(=[O:10])=[O:9])=[CH:4][CH:3]=1.[CH2:13]([O:15][C:16](=[O:25])[CH2:17][CH2:18][CH2:19][CH2:20][CH2:21][CH2:22][CH2:23]Br)[CH3:14].[H-].[Na+], predict the reaction product. The product is: [CH2:13]([O:15][C:16](=[O:25])[CH2:17][CH2:18][CH2:19][CH2:20][CH2:21][CH2:22][CH2:23][N:11]([CH3:12])[S:8]([C:5]1[CH:6]=[CH:7][C:2]([CH3:1])=[CH:3][CH:4]=1)(=[O:10])=[O:9])[CH3:14]. (7) Given the reactants [F:1][C:2]1[CH:7]=[CH:6][C:5]([CH2:8][C:9]2[CH:18]=[C:17]3[C:12]([C:13]([OH:24])=[C:14]([C:20](OC)=[O:21])[C:15](=[O:19])[NH:16]3)=[N:11][CH:10]=2)=[C:4]([C:25]([F:28])([F:27])[F:26])[CH:3]=1.[CH2:29]([CH2:31][NH2:32])[OH:30], predict the reaction product. The product is: [F:1][C:2]1[CH:7]=[CH:6][C:5]([CH2:8][C:9]2[CH:18]=[C:17]3[C:12]([C:13]([OH:24])=[C:14]([C:20]([NH:32][CH2:31][CH2:29][OH:30])=[O:21])[C:15](=[O:19])[NH:16]3)=[N:11][CH:10]=2)=[C:4]([C:25]([F:28])([F:26])[F:27])[CH:3]=1.